Dataset: Full USPTO retrosynthesis dataset with 1.9M reactions from patents (1976-2016). Task: Predict the reactants needed to synthesize the given product. (1) Given the product [C:1]([O:5][C:6]([NH:8][CH2:9][C:10]1[CH:15]=[CH:14][C:13]([F:32])=[C:12]([CH:16]2[CH2:21][CH2:20][NH:19][CH2:18][CH2:17]2)[CH:11]=1)=[O:7])([CH3:4])([CH3:2])[CH3:3].[CH2:56]([N:63]1[CH2:68][CH2:67][C:66]([C:34]2[CH:35]=[C:36]([CH:47]=[CH:48][C:49]=2[F:50])[CH2:37][N:38]2[Si:42]([CH3:44])([CH3:43])[CH2:41][CH2:40][Si:39]2([CH3:46])[CH3:45])([OH:69])[CH2:65][CH2:64]1)[C:57]1[CH:58]=[CH:59][CH:60]=[CH:61][CH:62]=1, predict the reactants needed to synthesize it. The reactants are: [C:1]([O:5][C:6]([NH:8][CH2:9][C:10]1[CH:11]=[C:12]([CH:16]2[CH2:21][CH2:20][NH:19][CH2:18][CH2:17]2)[CH:13]=[CH:14][CH:15]=1)=[O:7])([CH3:4])([CH3:3])[CH3:2].Cl.BrC1C=C(C=CC=1[F:32])CN.Br[C:34]1[CH:35]=[C:36]([CH:47]=[CH:48][C:49]=1[F:50])[CH2:37][N:38]1[Si:42]([CH3:44])([CH3:43])[CH2:41][CH2:40][Si:39]1([CH3:46])[CH3:45].[Li]CCCC.[CH2:56]([N:63]1[CH2:68][CH2:67][C:66](=[O:69])[CH2:65][CH2:64]1)[C:57]1[CH:62]=[CH:61][CH:60]=[CH:59][CH:58]=1. (2) Given the product [CH3:17][N:14]1[CH2:15][CH2:16][C:4]2[N:3]([C:1]#[C:2][C:23]3[CH:22]=[CH:21][S:20][CH:19]=3)[C:11]3[CH:10]=[CH:9][C:8]([CH3:12])=[CH:7][C:6]=3[C:5]=2[CH2:13]1, predict the reactants needed to synthesize it. The reactants are: [C:1]([N:3]1[C:11]2[CH:10]=[CH:9][C:8]([CH3:12])=[CH:7][C:6]=2[C:5]2[CH2:13][N:14]([CH3:17])[CH2:15][CH2:16][C:4]1=2)#[CH:2].Br[C:19]1[S:20][CH:21]=[CH:22][CH:23]=1.CCCC[N+](CCCC)(CCCC)CCCC.[F-]. (3) Given the product [Cl:69][C:66]1[S:65][C:64]([S:61]([NH:60][C:52]2[C:53]3[C:58](=[CH:57][CH:56]=[CH:55][C:54]=3[OH:59])[N:50]([CH2:49][C:45]3[CH:44]=[C:43]([CH2:42][NH:41][C:25](=[O:28])[CH3:26])[CH:48]=[CH:47][CH:46]=3)[N:51]=2)(=[O:62])=[O:63])=[CH:68][CH:67]=1, predict the reactants needed to synthesize it. The reactants are: N1(OC(N(C)C)=[N+](C)C)C2N=CC=CC=2N=N1.F[P-](F)(F)(F)(F)F.[C:25]([OH:28])(=O)[CH3:26].C(N(CC)C(C)C)(C)C.C(O)=O.[NH2:41][CH2:42][C:43]1[CH:44]=[C:45]([CH2:49][N:50]2[C:58]3[C:53](=[C:54]([OH:59])[CH:55]=[CH:56][CH:57]=3)[C:52]([NH:60][S:61]([C:64]3[S:65][C:66]([Cl:69])=[CH:67][CH:68]=3)(=[O:63])=[O:62])=[N:51]2)[CH:46]=[CH:47][CH:48]=1. (4) Given the product [CH:22]1[C:15]2[C:6]3[C:5]([CH:4]=[CH:3][C:2]=2[N:1]=[CH:19][N:21]=1)=[CH:14][C:13]1[C:8](=[CH:9][CH:10]=[CH:11][CH:12]=1)[CH:7]=3, predict the reactants needed to synthesize it. The reactants are: [NH2:1][C:2]1[C:15]2[C:14](=O)[C:13]3[C:8](=[CH:9][CH:10]=[CH:11][CH:12]=3)[C:7](=O)[C:6]=2[CH:5]=[CH:4][CH:3]=1.N[C:19]([NH2:21])=S.[CH3:22]S(C)=O. (5) Given the product [CH3:1][C:2]1[C:6]2[C:7](=[O:19])[N:8]([CH2:12][CH2:13][N:14]3[CH2:15][CH2:16][CH2:17][CH2:18]3)[CH2:9][CH2:10][CH2:11][C:5]=2[NH:4][C:3]=1/[CH:20]=[C:31]1\[C:32](=[O:37])[NH:33][C:34]2[C:30]\1=[CH:29][C:28]([C:22]1[CH:27]=[CH:26][CH:25]=[CH:24][CH:23]=1)=[CH:36][CH:35]=2, predict the reactants needed to synthesize it. The reactants are: [CH3:1][C:2]1[C:6]2[C:7](=[O:19])[N:8]([CH2:12][CH2:13][N:14]3[CH2:18][CH2:17][CH2:16][CH2:15]3)[CH2:9][CH2:10][CH2:11][C:5]=2[NH:4][C:3]=1[CH:20]=O.[C:22]1([C:28]2[CH:29]=[C:30]3[C:34](=[CH:35][CH:36]=2)[NH:33][C:32](=[O:37])[CH2:31]3)[CH:27]=[CH:26][CH:25]=[CH:24][CH:23]=1. (6) Given the product [C:29]1([C:37]2[CH:38]=[CH:39][CH:40]=[CH:41][CH:42]=2)[CH:30]=[CH:31][C:32]([CH2:35][N:18]([C:21]2[CH:26]=[CH:25][C:24]([C:27]#[N:28])=[CH:23][N:22]=2)[CH2:17][CH2:16][C:14]2[N:15]=[C:11]([S:10][C:7]([CH3:8])([CH3:9])[C:6]([OH:5])=[O:19])[S:12][CH:13]=2)=[CH:33][CH:34]=1, predict the reactants needed to synthesize it. The reactants are: C([O:5][C:6](=[O:19])[C:7]([S:10][C:11]1[S:12][CH:13]=[C:14]([CH2:16][CH2:17][NH2:18])[N:15]=1)([CH3:9])[CH3:8])(C)(C)C.Cl[C:21]1[CH:26]=[CH:25][C:24]([C:27]#[N:28])=[CH:23][N:22]=1.[C:29]1([C:37]2[CH:42]=[CH:41][CH:40]=[CH:39][CH:38]=2)[CH:34]=[CH:33][C:32]([CH2:35]Cl)=[CH:31][CH:30]=1.FC(F)(F)C(O)=O. (7) The reactants are: Br[C:2]1[CH:10]=[CH:9][C:5]([C:6]([OH:8])=[O:7])=[C:4]([CH3:11])[CH:3]=1.[CH3:12][O:13][C:14]1[CH:19]=[CH:18][C:17](B(O)O)=[CH:16][CH:15]=1.C(=O)([O-])[O-].[Na+].[Na+].O. Given the product [CH3:12][O:13][C:14]1[CH:19]=[CH:18][C:17]([C:2]2[CH:10]=[CH:9][C:5]([C:6]([OH:8])=[O:7])=[C:4]([CH3:11])[CH:3]=2)=[CH:16][CH:15]=1, predict the reactants needed to synthesize it. (8) Given the product [CH2:4]1[C:13]2[C:8](=[CH:9][CH:10]=[N:11][CH:12]=2)[CH2:7][CH2:6][N:5]1[C:14]1[CH:20]=[CH:19][C:17]([NH:18][C:38]([NH:37][C:33]2[CH:34]=[CH:35][CH:36]=[C:31]([CH3:40])[CH:32]=2)=[O:39])=[C:16]([CH3:21])[CH:15]=1, predict the reactants needed to synthesize it. The reactants are: Cl.Cl.Cl.[CH2:4]1[C:13]2[C:8](=[CH:9][CH:10]=[N:11][CH:12]=2)[CH2:7][CH2:6][N:5]1[C:14]1[CH:20]=[CH:19][C:17]([NH2:18])=[C:16]([CH3:21])[CH:15]=1.C(N(CC)C(C)C)(C)C.[C:31]1([CH3:40])[CH:36]=[CH:35][CH:34]=[C:33]([N:37]=[C:38]=[O:39])[CH:32]=1. (9) Given the product [CH2:11]([O:13][C:14]([C:16]1[C:20]([C:21]2[CH:26]=[CH:25][C:24]([F:27])=[CH:23][CH:22]=2)=[C:19]([CH:3]=[O:4])[NH:18][C:17]=1[CH2:28][CH2:29][NH:30][C:31]([O:33][C:34]([CH3:36])([CH3:35])[CH3:37])=[O:32])=[O:15])[CH3:12], predict the reactants needed to synthesize it. The reactants are: CN(C)[CH:3]=[O:4].P(Cl)(Cl)(Cl)=O.[CH2:11]([O:13][C:14]([C:16]1[C:20]([C:21]2[CH:26]=[CH:25][C:24]([F:27])=[CH:23][CH:22]=2)=[CH:19][NH:18][C:17]=1[CH2:28][CH2:29][NH:30][C:31]([O:33][C:34]([CH3:37])([CH3:36])[CH3:35])=[O:32])=[O:15])[CH3:12].[OH-].[Na+].